Dataset: Forward reaction prediction with 1.9M reactions from USPTO patents (1976-2016). Task: Predict the product of the given reaction. (1) The product is: [CH3:1][O:2][C:3]1[CH:8]=[CH:7][CH:6]=[CH:5][C:4]=1[CH:18]=[N:17][CH:11]1[CH2:16][CH2:15][CH2:14][CH2:13][CH2:12]1. Given the reactants [CH3:1][O:2][C:3]1[CH:4]=[CH:5][C:6](C=O)=[CH:7][CH:8]=1.[CH:11]1([NH2:17])[CH2:16][CH2:15][CH2:14][CH2:13][CH2:12]1.[CH:18](Cl)(Cl)Cl, predict the reaction product. (2) Given the reactants [CH:1]1[C:7](=[O:8])[NH:6][C:4](=[O:5])[N:3]([C@@H:9]2[O:13][C@H:12]([CH2:14][O:15][P:16]([O:19][P:20]([OH:23])([OH:22])=[O:21])([OH:18])=[O:17])[C@@H:11]([OH:24])[C@H:10]2[OH:25])[CH:2]=1.[N:26]([C@H:29]([C@H:32]([C@H:34]([C@@H:36]([CH2:38][OH:39])[OH:37])[OH:35])[OH:33])[CH:30]=O)=[N+]=[N-], predict the reaction product. The product is: [CH:1]1[C:7](=[O:8])[NH:6][C:4](=[O:5])[N:3]([C@@H:9]2[O:13][C@H:12]([CH2:14][O:15][P:16]([O:19][P:20]([O:22][CH:30]3[O:37][C@H:36]([CH2:38][OH:39])[C@H:34]([OH:35])[C@H:32]([OH:33])[C@H:29]3[NH2:26])([OH:23])=[O:21])([OH:18])=[O:17])[C@@H:11]([OH:24])[C@H:10]2[OH:25])[CH:2]=1. (3) Given the reactants [Br:1][C:2]1[C:11]2[C:6](=[CH:7][CH:8]=[CH:9][CH:10]=2)[CH:5]=[N:4][CH:3]=1.[N+:12]([O-])([O-:14])=[O:13].[K+].[OH-].[NH4+], predict the reaction product. The product is: [Br:1][C:2]1[C:11]2[C:6](=[CH:7][CH:8]=[CH:9][C:10]=2[N+:12]([O-:14])=[O:13])[CH:5]=[N:4][CH:3]=1. (4) Given the reactants [F:1][C:2]1([CH2:13][OH:14])[CH2:5][N:4]([C:6]([O:8][C:9]([CH3:12])([CH3:11])[CH3:10])=[O:7])[CH2:3]1.[Cl:15][C:16]1[C:17](F)=[CH:18][C:19]([F:25])=[C:20]([CH:24]=1)[C:21]([OH:23])=[O:22].CS(C)=O.CC(C)([O-])C.[K+], predict the reaction product. The product is: [C:9]([O:8][C:6]([N:4]1[CH2:3][C:2]([CH2:13][O:14][C:17]2[C:16]([Cl:15])=[CH:24][C:20]([C:21]([OH:23])=[O:22])=[C:19]([F:25])[CH:18]=2)([F:1])[CH2:5]1)=[O:7])([CH3:10])([CH3:11])[CH3:12]. (5) Given the reactants [CH3:1][C:2]1[CH:7]=[CH:6][N:5]=[CH:4][C:3]=1[N:8]1[CH2:12][CH2:11][NH:10][C:9]1=[O:13].Br[C:15]1[CH:16]=[CH:17][C:18]([F:21])=[N:19][CH:20]=1.N[C@@H]1CCCC[C@H]1N.C(=O)([O-])[O-].[K+].[K+], predict the reaction product. The product is: [F:21][C:18]1[N:19]=[CH:20][C:15]([N:10]2[CH2:11][CH2:12][N:8]([C:3]3[CH:4]=[N:5][CH:6]=[CH:7][C:2]=3[CH3:1])[C:9]2=[O:13])=[CH:16][CH:17]=1. (6) Given the reactants [NH2:1][C:2]1[S:3][CH:4]=[CH:5][N:6]=1.Br[CH2:8][C:9]([C:11]1[CH:16]=[CH:15][C:14]([F:17])=[C:13]([O:18][CH3:19])[CH:12]=1)=O.[OH-].[NH4+], predict the reaction product. The product is: [F:17][C:14]1[CH:15]=[CH:16][C:11]([C:9]2[N:1]=[C:2]3[N:6]([CH:8]=2)[CH:5]=[CH:4][S:3]3)=[CH:12][C:13]=1[O:18][CH3:19]. (7) Given the reactants [N+:1]([C:4]1[CH:5]=[C:6]([C:10]2[NH:11][CH:12]=[CH:13][N:14]=2)[CH:7]=[CH:8][CH:9]=1)([O-:3])=[O:2].Br.Br[CH2:17][CH2:18][N:19]([CH3:21])[CH3:20].[H-].[Na+].O, predict the reaction product. The product is: [CH3:20][N:19]([CH3:21])[CH2:18][CH2:17][N:14]1[CH:13]=[CH:12][N:11]=[C:10]1[C:6]1[CH:7]=[CH:8][CH:9]=[C:4]([N+:1]([O-:3])=[O:2])[CH:5]=1. (8) Given the reactants [CH3:1][O:2][CH:3]1[CH2:8][CH2:7][N:6]([C:9]2[CH:14]=[CH:13][C:12]([N:15]3[CH2:20][CH2:19][NH:18][CH2:17][CH2:16]3)=[C:11]([C:21]3[CH2:26][CH2:25][C:24]4([CH2:31][CH2:30][CH2:29][CH2:28][CH2:27]4)[CH2:23][CH:22]=3)[CH:10]=2)[CH2:5][CH2:4]1.[CH3:32][O:33][CH2:34][CH2:35]Br.C(=O)([O-])[O-].[K+].[K+].C(#N)C, predict the reaction product. The product is: [CH3:32][O:33][CH2:34][CH2:35][N:18]1[CH2:19][CH2:20][N:15]([C:12]2[CH:13]=[CH:14][C:9]([N:6]3[CH2:7][CH2:8][CH:3]([O:2][CH3:1])[CH2:4][CH2:5]3)=[CH:10][C:11]=2[C:21]2[CH2:26][CH2:25][C:24]3([CH2:31][CH2:30][CH2:29][CH2:28][CH2:27]3)[CH2:23][CH:22]=2)[CH2:16][CH2:17]1. (9) The product is: [Cl:1][C:2]1[CH:3]=[C:4]([C:5]([N:7]2[CH2:8][CH:9]3[CH:10]([CH2:12][NH:13][CH2:14]3)[CH2:11]2)=[O:6])[CH:22]=[CH:23][C:24]=1[Cl:25]. Given the reactants [Cl:1][C:2]1[CH:3]=[C:4]([CH:22]=[CH:23][C:24]=1[Cl:25])[C:5]([N:7]1[CH2:11][CH:10]2[CH2:12][N:13](C(OC(C)(C)C)=O)[CH2:14][CH:9]2[CH2:8]1)=[O:6], predict the reaction product. (10) Given the reactants [C:1]([O:5][C:6]([N:8]1[CH2:13][CH2:12][CH:11]([N:14]([C:20]2[CH:25]=[CH:24][C:23]([O:26]CC3C=CC=CC=3)=[CH:22][CH:21]=2)[CH2:15][CH2:16][CH:17]([CH3:19])[CH3:18])[CH2:10][CH2:9]1)=[O:7])([CH3:4])([CH3:3])[CH3:2], predict the reaction product. The product is: [C:1]([O:5][C:6]([N:8]1[CH2:13][CH2:12][CH:11]([N:14]([C:20]2[CH:25]=[CH:24][C:23]([OH:26])=[CH:22][CH:21]=2)[CH2:15][CH2:16][CH:17]([CH3:18])[CH3:19])[CH2:10][CH2:9]1)=[O:7])([CH3:3])([CH3:4])[CH3:2].